Dataset: Full USPTO retrosynthesis dataset with 1.9M reactions from patents (1976-2016). Task: Predict the reactants needed to synthesize the given product. (1) Given the product [CH:6]1([CH2:9][CH2:10][NH:11][C:12](=[O:39])[C:13]2[CH:18]=[CH:17][C:16]([N:19]3[CH2:20][CH2:21][N:22]([C:25](=[O:36])[C:26]4[CH:31]=[CH:30][CH:29]=[CH:28][C:27]=4[C:32]([F:33])([F:34])[F:35])[CH2:23][CH2:24]3)=[N:15][C:14]=2[OH:37])[CH2:7][CH2:8]1, predict the reactants needed to synthesize it. The reactants are: Cl[Si](C)(C)C.[CH:6]1([CH2:9][CH2:10][NH:11][C:12](=[O:39])[C:13]2[CH:18]=[CH:17][C:16]([N:19]3[CH2:24][CH2:23][N:22]([C:25](=[O:36])[C:26]4[CH:31]=[CH:30][CH:29]=[CH:28][C:27]=4[C:32]([F:35])([F:34])[F:33])[CH2:21][CH2:20]3)=[N:15][C:14]=2[O:37]C)[CH2:8][CH2:7]1.[I-].[Na+]. (2) Given the product [CH3:1][C:2]1[C:6]([CH3:7])=[C:5]([NH:8][C:9]([N:30]2[CH2:29][CH2:28][N:27]([C:25]3[S:24][N:23]=[C:22]([C:18]4[S:17][CH:21]=[CH:20][CH:19]=4)[N:26]=3)[CH2:32][CH2:31]2)=[O:16])[O:4][N:3]=1, predict the reactants needed to synthesize it. The reactants are: [CH3:1][C:2]1[C:6]([CH3:7])=[C:5]([NH:8][C:9](=[O:16])OCC(Cl)(Cl)Cl)[O:4][N:3]=1.[S:17]1[CH:21]=[CH:20][CH:19]=[C:18]1[C:22]1[N:26]=[C:25]([N:27]2[CH2:32][CH2:31][NH:30][CH2:29][CH2:28]2)[S:24][N:23]=1.C(N(C(C)C)CC)(C)C.O.